This data is from Drug-target binding data from BindingDB using IC50 measurements. The task is: Regression. Given a target protein amino acid sequence and a drug SMILES string, predict the binding affinity score between them. We predict pIC50 (pIC50 = -log10(IC50 in M); higher means more potent). Dataset: bindingdb_ic50. (1) The drug is O=C(O)COc1ccc(Cl)cc1C1c2scnc2CCN1C(=O)COc1ccccc1. The target protein (Q9Y5Y4) has sequence MSANATLKPLCPILEQMSRLQSHSNTSIRYIDHAAVLLHGLASLLGLVENGVILFVVGCRMRQTVVTTWVLHLALSDLLASASLPFFTYFLAVGHSWELGTTFCKLHSSIFFLNMFASGFLLSAISLDRCLQVVRPVWAQNHRTVAAAHKVCLVLWALAVLNTVPYFVFRDTISRLDGRIMCYYNVLLLNPGPDRDATCNSRQVALAVSKFLLAFLVPLAIIASSHAAVSLRLQHRGRRRPGRFVRLVAAVVAAFALCWGPYHVFSLLEARAHANPGLRPLVWRGLPFVTSLAFFNSVANPVLYVLTCPDMLRKLRRSLRTVLESVLVDDSELGGAGSSRRRRTSSTARSASPLALCSRPEEPRGPARLLGWLLGSCAASPQTGPLNRALSSTSS. The pIC50 is 7.1. (2) The drug is CNC(=O)[C@@H](NC(=O)[C@H](CC(C)C)[C@H](O)C(=O)NO)C(C)(C)C. The target protein (P51511) has sequence MGSDPSAPGRPGWTGSLLGDREEAARPRLLPLLLVLLGCLGLGVAAEDAEVHAENWLRLYGYLPQPSRHMSTMRSAQILASALAEMQRFYGIPVTGVLDEETKEWMKRPRCGVPDQFGVRVKANLRRRRKRYALTGRKWNNHHLTFSIQNYTEKLGWYHSMEAVRRAFRVWEQATPLVFQEVPYEDIRLRRQKEADIMVLFASGFHGDSSPFDGTGGFLAHAYFPGPGLGGDTHFDADEPWTFSSTDLHGNNLFLVAVHELGHALGLEHSSNPNAIMAPFYQWKDVDNFKLPEDDLRGIQQLYGTPDGQPQPTQPLPTVTPRRPGRPDHRPPRPPQPPPPGGKPERPPKPGPPVQPRATERPDQYGPNICDGDFDTVAMLRGEMFVFKGRWFWRVRHNRVLDNYPMPIGHFWRGLPGDISAAYERQDGRFVFFKGDRYWLFREANLEPGYPQPLTSYGLGIPYDRIDTAIWWEPTGHTFFFQEDRYWRFNEETQRGDPGY.... The pIC50 is 5.0.